Dataset: M1 muscarinic receptor agonist screen with 61,833 compounds. Task: Binary Classification. Given a drug SMILES string, predict its activity (active/inactive) in a high-throughput screening assay against a specified biological target. (1) The molecule is Clc1c(CS(=O)(=O)c2[nH]nc(n2)NC(=O)C)ccc(Cl)c1. The result is 0 (inactive). (2) The drug is o1c(C(=O)N(CCC#N)c2ccccc2)ccc1. The result is 0 (inactive). (3) The compound is Clc1ccc(CN2CCN(CC(=O)N3CC(CCC3)C(OCC)=O)C2=O)cc1. The result is 1 (active). (4) The molecule is Clc1ccc(C=2N=c3n([nH]c(n3)NS(=O)(=O)C)C(c3c(OC)cccc3)C2)cc1. The result is 1 (active).